From a dataset of Forward reaction prediction with 1.9M reactions from USPTO patents (1976-2016). Predict the product of the given reaction. (1) Given the reactants [NH2:1][C:2]1[N:10]=[C:9]([O:11][CH2:12][CH2:13][CH2:14][CH3:15])[N:8]=[C:7]2[C:3]=1[N:4]=[C:5]([O:35][CH3:36])[N:6]2[CH2:16][CH2:17][CH2:18][CH:19]1[CH2:24][CH2:23][CH2:22][CH2:21][N:20]1[C:25]([O:27][CH2:28][C:29]1[CH:34]=[CH:33][CH:32]=[CH:31][CH:30]=1)=[O:26].F[C:38](F)(F)C(O)=O.C(OC1N=C2C(N=C(OC)N2)=C(N)N=1)CCC.BrCCCCC1CCCN(C(OCC2C=CC=CC=2)=O)C1, predict the reaction product. The product is: [NH2:1][C:2]1[N:10]=[C:9]([O:11][CH2:12][CH2:13][CH2:14][CH3:15])[N:8]=[C:7]2[C:3]=1[N:4]=[C:5]([O:35][CH3:36])[N:6]2[CH2:16][CH2:17][CH2:18][CH2:19][CH:24]1[CH2:23][CH2:22][CH2:21][N:20]([C:25]([O:27][CH2:28][C:29]2[CH:34]=[CH:33][CH:32]=[CH:31][CH:30]=2)=[O:26])[CH2:38]1. (2) Given the reactants [CH3:1][O:2][C:3]1[CH:8]=[CH:7][C:6]([N:9]2[C:13]3[C:14](=[O:18])[NH:15][CH2:16][CH2:17][C:12]=3[C:11]([C:19]([F:22])([F:21])[F:20])=[N:10]2)=[CH:5][CH:4]=1.C(=O)([O-])[O-].[K+].[K+].N1[C:42]2[C:33](=[CH:34][CH:35]=[C:36]3[C:41]=2N=[CH:39][CH:38]=[CH:37]3)C=CC=1.[N:43]#N.[CH3:45][CH2:46][O:47][C:48](C)=O, predict the reaction product. The product is: [O:47]1[CH2:46][CH2:45][N:43]=[C:48]1[C:37]1([C:36]2[CH:35]=[CH:34][C:33]([N:15]3[CH2:16][CH2:17][C:12]4[C:11]([C:19]([F:22])([F:20])[F:21])=[N:10][N:9]([C:6]5[CH:5]=[CH:4][C:3]([O:2][CH3:1])=[CH:8][CH:7]=5)[C:13]=4[C:14]3=[O:18])=[CH:42][CH:41]=2)[CH2:38][CH2:39]1. (3) Given the reactants C([SiH2][O:6][C:7](C1C=CC=CC=1)(C1C=CC=CC=1)[C:8]1[C:9]([N:19]2[CH2:24][C@H:23]([CH3:25])[O:22][C@H:21]([CH3:26])[CH2:20]2)=[C:10]([F:18])C(F)=[C:12]([C:14](=O)[CH3:15])[CH:13]=1)(C)(C)C.[S].[I-].[K+].[NH3:42].C[S:44]([CH3:46])=O, predict the reaction product. The product is: [CH3:26][C@H:21]1[O:22][C@@H:23]([CH3:25])[CH2:24][N:19]([C:9]2[C:8]([CH2:7][OH:6])=[CH:13][C:12]3[C:14]([CH3:15])=[N:42][S:44][C:46]=3[C:10]=2[F:18])[CH2:20]1. (4) The product is: [NH2:26][C:9]1[CH:10]=[CH:11][CH:12]=[C:13]2[C:8]=1[N:7]=[C:6]1[N:2]([CH3:1])[N:3]=[C:4]([CH3:29])[C:5]1=[C:14]2[NH:15][C:16]1[CH:17]=[CH:18][C:19]([C:22](=[O:25])[CH2:23][CH3:24])=[CH:20][CH:21]=1. Given the reactants [CH3:1][N:2]1[C:6]2=[N:7][C:8]3[C:13]([C:14]([NH:15][C:16]4[CH:21]=[CH:20][C:19]([C:22](=[O:25])[CH2:23][CH3:24])=[CH:18][CH:17]=4)=[C:5]2[C:4]([CH3:29])=[N:3]1)=[CH:12][CH:11]=[CH:10][C:9]=3[N+:26]([O-])=O, predict the reaction product. (5) Given the reactants [OH:1][CH2:2][C:3]1[CH:4]=[C:5]([CH:7]=[CH:8][CH:9]=1)[NH2:6].N1C=CN=C1.[Si:15](Cl)([C:18]([CH3:21])([CH3:20])[CH3:19])([CH3:17])[CH3:16].O, predict the reaction product. The product is: [Si:15]([O:1][CH2:2][C:3]1[CH:4]=[C:5]([CH:7]=[CH:8][CH:9]=1)[NH2:6])([C:18]([CH3:21])([CH3:20])[CH3:19])([CH3:17])[CH3:16]. (6) Given the reactants C[Si](Cl)(C)C.[CH3:6][Si:7]([CH2:10][NH:11][CH:12]([CH3:19])[C:13]1[CH:18]=[CH:17][CH:16]=[CH:15][CH:14]=1)([CH3:9])[CH3:8].[CH2:20]=O.[C:22](=[O:25])([O-])[O-].[K+].[K+], predict the reaction product. The product is: [CH3:9][Si:7]([CH2:10][NH:11][CH:12]([CH3:19])[C:13]1[CH:18]=[CH:17][CH:16]=[CH:15][CH:14]=1)([CH3:6])[CH3:8].[CH3:20][O:25][CH2:22][N:11]([CH:12]([CH3:19])[C:13]1[CH:18]=[CH:17][CH:16]=[CH:15][CH:14]=1)[CH2:10][Si:7]([CH3:6])([CH3:8])[CH3:9].